Dataset: Reaction yield outcomes from USPTO patents with 853,638 reactions. Task: Predict the reaction yield, written as a fraction of the theoretical maximum amount of product (1.0 means a 100% yield; for example, 0.34 means a 34% yield). (1) The catalyst is C1COCC1. The product is [N:1]1([C@@H:7]([CH2:12][N:13]([C:18]2[CH:19]=[CH:20][C:21]([O:24][C:25]3[CH:26]=[CH:27][C:28]([C:31]([F:34])([F:32])[F:33])=[CH:29][CH:30]=3)=[CH:22][CH:23]=2)[S:14]([CH3:17])(=[O:16])=[O:15])[C:8]([OH:10])=[O:9])[CH2:6][CH2:5][O:4][CH2:3][CH2:2]1. The yield is 0.980. The reactants are [N:1]1([C@@H:7]([CH2:12][N:13]([C:18]2[CH:23]=[CH:22][C:21]([O:24][C:25]3[CH:30]=[CH:29][C:28]([C:31]([F:34])([F:33])[F:32])=[CH:27][CH:26]=3)=[CH:20][CH:19]=2)[S:14]([CH3:17])(=[O:16])=[O:15])[C:8]([O:10]C)=[O:9])[CH2:6][CH2:5][O:4][CH2:3][CH2:2]1.Cl.CCCCCC. (2) The reactants are [NH2:1][C:2]1[C:9](Br)=[CH:8][C:7]([N+:11]([O-:13])=[O:12])=[CH:6][C:3]=1[C:4]#[N:5].[CH3:14][C:15]([CH3:19])([CH3:18])[C:16]#[CH:17]. The catalyst is CCN(CC)CC.[Cu]I.Cl[Pd](Cl)([P](C1C=CC=CC=1)(C1C=CC=CC=1)C1C=CC=CC=1)[P](C1C=CC=CC=1)(C1C=CC=CC=1)C1C=CC=CC=1. The product is [NH2:1][C:2]1[C:9]([C:17]#[C:16][C:15]([CH3:19])([CH3:18])[CH3:14])=[CH:8][C:7]([N+:11]([O-:13])=[O:12])=[CH:6][C:3]=1[C:4]#[N:5]. The yield is 0.710. (3) The reactants are [F:1][C:2]1[CH:7]=[CH:6][C:5]([F:8])=[CH:4][C:3]=1[C@H:9]1[CH2:13][CH2:12][CH2:11][N:10]1[C:14]1[CH:19]=[CH:18][N:17]2[N:20]=[CH:21][C:22]([NH:23][C:24]([N:26]3[CH2:30][CH2:29][C@H:28]([OH:31])[CH2:27]3)=[O:25])=[C:16]2[N:15]=1.[CH3:32][S:33]([OH:36])(=[O:35])=[O:34]. The catalyst is CCO.CC(OC)(C)C. The product is [CH3:32][S:33]([OH:36])(=[O:35])=[O:34].[F:1][C:2]1[CH:7]=[CH:6][C:5]([F:8])=[CH:4][C:3]=1[C@H:9]1[CH2:13][CH2:12][CH2:11][N:10]1[C:14]1[CH:19]=[CH:18][N:17]2[N:20]=[CH:21][C:22]([NH:23][C:24]([N:26]3[CH2:30][CH2:29][C@H:28]([OH:31])[CH2:27]3)=[O:25])=[C:16]2[N:15]=1. The yield is 0.780. (4) The reactants are [CH3:1][C:2]([C:6]1[NH:7][C:8]2[C:13]([CH:14]=1)=[CH:12][C:11]([N+:15]([O-:17])=[O:16])=[CH:10][CH:9]=2)([CH3:5])[CH2:3][NH2:4].CCN(CC)CC.[C:25](O[C:25]([O:27][C:28]([CH3:31])([CH3:30])[CH3:29])=[O:26])([O:27][C:28]([CH3:31])([CH3:30])[CH3:29])=[O:26].O. The catalyst is C1COCC1. The product is [CH3:5][C:2]([C:6]1[NH:7][C:8]2[C:13]([CH:14]=1)=[CH:12][C:11]([N+:15]([O-:17])=[O:16])=[CH:10][CH:9]=2)([CH3:1])[CH2:3][NH:4][C:25](=[O:26])[O:27][C:28]([CH3:31])([CH3:30])[CH3:29]. The yield is 0.670. (5) The reactants are [NH2:1][CH2:2][CH2:3][N:4]([CH2:15][C:16]1[CH:21]=[C:20]([F:22])[C:19]([Br:23])=[CH:18][C:17]=1[F:24])[C:5](=[O:14])[O:6][CH2:7][C:8]1[CH:13]=[CH:12][CH:11]=[CH:10][CH:9]=1.C(O)(C(F)(F)F)=O.O=[C:33]1[CH2:38][CH2:37][N:36]([C:39]([O:41][C:42]([CH3:45])([CH3:44])[CH3:43])=[O:40])[CH2:35][CH2:34]1.C(O)(=O)C.[BH-](OC(C)=O)(OC(C)=O)OC(C)=O.[Na+]. The catalyst is C1COCC1. The product is [CH2:7]([O:6][C:5]([N:4]([CH2:15][C:16]1[CH:21]=[C:20]([F:22])[C:19]([Br:23])=[CH:18][C:17]=1[F:24])[CH2:3][CH2:2][NH:1][CH:33]1[CH2:38][CH2:37][N:36]([C:39]([O:41][C:42]([CH3:45])([CH3:44])[CH3:43])=[O:40])[CH2:35][CH2:34]1)=[O:14])[C:8]1[CH:13]=[CH:12][CH:11]=[CH:10][CH:9]=1. The yield is 1.03. (6) The reactants are [CH3:1][O:2][C:3](/[CH:5]=[CH:6]/[C:7]([O:9][CH:10]([CH3:14])C(O)=O)=[O:8])=[O:4].C(Cl)(=O)C(Cl)=O.[CH2:21]([O:23][C:24](=[O:28])CNC)[CH3:22].C(N(C(C)C)CC)(C)C.[CH3:38][N:39]([CH3:42])[CH:40]=[O:41]. The catalyst is ClCCl.CN(C1C=CN=CC=1)C. The product is [C:7]([O:9][CH2:10][CH2:14][C:40](=[O:41])[N:39]([CH2:42][C:24]([O:23][CH2:21][CH3:22])=[O:28])[CH3:38])(=[O:8])/[CH:6]=[CH:5]/[C:3]([O:2][CH3:1])=[O:4]. The yield is 0.390. (7) The yield is 0.490. The reactants are [CH2:1]([S:3]([O-:5])=[O:4])[CH3:2].[Na+].[Cl:7][C:8]1[N:13]=[C:12]([N:14]2[CH2:19][CH2:18][O:17][CH2:16][CH2:15]2)[CH:11]=[C:10]([CH2:20]I)[N:9]=1. The catalyst is CN(C=O)C.C(Cl)Cl. The product is [Cl:7][C:8]1[N:13]=[C:12]([N:14]2[CH2:19][CH2:18][O:17][CH2:16][CH2:15]2)[CH:11]=[C:10]([CH2:20][S:3]([CH2:1][CH3:2])(=[O:5])=[O:4])[N:9]=1.